From a dataset of Full USPTO retrosynthesis dataset with 1.9M reactions from patents (1976-2016). Predict the reactants needed to synthesize the given product. (1) Given the product [CH3:9][C:7]([C@H:10]([NH:52][C:53]([O:55][CH3:56])=[O:54])[C:11]([NH:13][C@H:14]([C@@H:22]([OH:51])[CH2:23][N:24]([NH:38][C:39]([C@@H:41]([NH:46][C:47]([O:49][CH3:50])=[O:48])[C:42]([CH3:43])([CH3:44])[CH3:45])=[O:40])[CH2:25][C:26]1[CH:27]=[CH:28][C:29]([C:32]2[CH:33]=[CH:34][CH:35]=[CH:36][N:37]=2)=[CH:30][CH:31]=1)[CH2:15][C:16]1[CH:17]=[CH:18][CH:19]=[CH:20][CH:21]=1)=[O:12])([CH3:6])[CH3:8].[OH:4][S:2]([OH:5])(=[O:3])=[O:1], predict the reactants needed to synthesize it. The reactants are: [OH:1][S:2]([OH:5])(=[O:4])=[O:3].[CH3:6][C:7]([C@H:10]([NH:52][C:53]([O:55][CH3:56])=[O:54])[C:11]([NH:13][C@H:14]([C@@H:22]([OH:51])[CH2:23][N:24]([NH:38][C:39]([C@@H:41]([NH:46][C:47]([O:49][CH3:50])=[O:48])[C:42]([CH3:45])([CH3:44])[CH3:43])=[O:40])[CH2:25][C:26]1[CH:27]=[CH:28][C:29]([C:32]2[CH:33]=[CH:34][CH:35]=[CH:36][N:37]=2)=[CH:30][CH:31]=1)[CH2:15][C:16]1[CH:17]=[CH:18][CH:19]=[CH:20][CH:21]=1)=[O:12])([CH3:9])[CH3:8].[F-].[K+]. (2) Given the product [F:43][C:2]([F:1])([F:42])[C:3]1[CH:4]=[C:5]([CH:39]=[CH:40][CH:41]=1)[CH2:6][NH:7][C:8]([C:10]1[CH:15]=[CH:14][N:13]=[C:12]([C:16]2[CH:21]=[CH:20][CH:19]=[CH:18][C:17]=2[NH:22][C:23]([C:25]2[CH:26]=[C:27]([CH:36]=[CH:37][CH:38]=2)[CH2:28][S:29][CH2:30][CH2:31][C:32]([OH:34])=[O:33])=[O:24])[CH:11]=1)=[O:9], predict the reactants needed to synthesize it. The reactants are: [F:1][C:2]([F:43])([F:42])[C:3]1[CH:4]=[C:5]([CH:39]=[CH:40][CH:41]=1)[CH2:6][NH:7][C:8]([C:10]1[CH:15]=[CH:14][N:13]=[C:12]([C:16]2[CH:21]=[CH:20][CH:19]=[CH:18][C:17]=2[NH:22][C:23]([C:25]2[CH:26]=[C:27]([CH:36]=[CH:37][CH:38]=2)[CH2:28][S:29][CH2:30][CH2:31][C:32]([O:34]C)=[O:33])=[O:24])[CH:11]=1)=[O:9].[Li+].[OH-]. (3) Given the product [CH3:1][O:2][C:3]1[CH:4]=[C:5]([P:12]2(=[O:28])[CH2:13][CH2:14][CH:15]([C:18]([OH:20])=[O:19])[CH2:16][CH2:17]2)[CH:6]=[CH:7][C:8]=1[N+:9]([O-:11])=[O:10], predict the reactants needed to synthesize it. The reactants are: [CH3:1][O:2][C:3]1[CH:4]=[C:5]([P:12]2(=[O:28])[CH2:17][CH2:16][C:15](C(OCC)=O)([C:18]([O:20]CC)=[O:19])[CH2:14][CH2:13]2)[CH:6]=[CH:7][C:8]=1[N+:9]([O-:11])=[O:10].[OH-].[Li+].O.Cl. (4) Given the product [Cl:55][C:56]1[CH:68]=[CH:67][C:59]([CH2:60][CH:6]2[CH2:7][CH2:8][N:9]([S:12]([C:15]3[C:19]([CH3:20])=[N:18][NH:17][C:16]=3[CH3:22])(=[O:13])=[O:14])[CH2:10][CH2:11]2)=[C:58]([O:69][CH3:70])[CH:57]=1, predict the reactants needed to synthesize it. The reactants are: ClC1C=C(C=CC=1Cl)O[CH:6]1[CH2:11][CH2:10][N:9]([S:12]([C:15]2[C:16]([CH3:22])=[N:17][N:18](C)[C:19]=2[CH3:20])(=[O:14])=[O:13])[CH2:8][CH2:7]1.ClC1C=C(C=CC=1Cl)NCC1CCN(S(C2C(C)=NN(C)C=2C)(=O)=O)CC1.Cl.[Cl:55][C:56]1[CH:68]=[CH:67][C:59]([CH2:60]C2CCNCC2)=[C:58]([O:69][CH3:70])[CH:57]=1. (5) Given the product [Br:44][C:2]1[CH:3]=[C:4]([C:8]2[CH:13]=[CH:12][C:11]([NH2:14])=[CH:10][C:9]=2[C:40]([F:43])([F:42])[F:41])[CH:5]=[CH:6][CH:7]=1, predict the reactants needed to synthesize it. The reactants are: Cl[C:2]1[CH:3]=[C:4]([C:8]2[CH:13]=[CH:12][C:11]([NH:14]C(NC3C=CC(OC4C=CN=C(NCCCCN(C)C)N=4)=CC=3C)=O)=[CH:10][C:9]=2[C:40]([F:43])([F:42])[F:41])[CH:5]=[CH:6][CH:7]=1.[Br:44]C1C=C(B(O)O)C=CC=1. (6) The reactants are: [CH3:1][O:2][C:3]1[CH:8]=[CH:7][C:6]([O:9][CH3:10])=[CH:5][C:4]=1B(O)O.Br[C:15]1[CH:16]=[C:17]([CH:19]=[CH:20][CH:21]=1)[NH2:18].C([O-])([O-])=O.[Na+].[Na+]. Given the product [CH3:1][O:2][C:3]1[CH:8]=[CH:7][C:6]([O:9][CH3:10])=[CH:5][C:4]=1[C:15]1[CH:21]=[CH:20][CH:19]=[C:17]([NH2:18])[CH:16]=1, predict the reactants needed to synthesize it. (7) Given the product [C:9]([NH:13][C:6]1[CH:5]=[CH:4][N:3]=[C:2]([Cl:1])[N:7]=1)([CH3:12])([CH3:11])[CH3:10], predict the reactants needed to synthesize it. The reactants are: [Cl:1][C:2]1[N:7]=[C:6](Cl)[CH:5]=[CH:4][N:3]=1.[C:9]([NH2:13])([CH3:12])([CH3:11])[CH3:10]. (8) Given the product [CH:16]1([N:14]([CH3:15])[C:13]([C@@H:9]2[CH2:10][CH2:11][CH2:12][NH:8]2)=[O:19])[CH2:18][CH2:17]1, predict the reactants needed to synthesize it. The reactants are: C(OC([N:8]1[CH2:12][CH2:11][CH2:10][C@H:9]1[C:13](=[O:19])[N:14]([CH:16]1[CH2:18][CH2:17]1)[CH3:15])=O)(C)(C)C. (9) Given the product [Cl:8][C:7]1[C:2]2[N:1]=[C:13]([CH2:14][CH3:15])[S:9][C:3]=2[N:4]=[CH:5][N:6]=1, predict the reactants needed to synthesize it. The reactants are: [NH2:1][C:2]1[C:3]([SH:9])=[N:4][CH:5]=[N:6][C:7]=1[Cl:8].C(O[C:13](OCC)(OCC)[CH2:14][CH3:15])C.